Dataset: Catalyst prediction with 721,799 reactions and 888 catalyst types from USPTO. Task: Predict which catalyst facilitates the given reaction. (1) The catalyst class is: 13. Reactant: [Cl:1][C:2]1[N:6]([CH3:7])[C:5]2[C:8]([N:12]([C:16]3[CH:21]=[CH:20][C:19]([Cl:22])=[CH:18][CH:17]=3)[CH:13]([CH3:15])[CH3:14])=[CH:9][CH:10]=[CH:11][C:4]=2[N:3]=1.[Cl:23][C:24]1[CH:30]=[C:29]([O:31][CH3:32])[C:27]([NH2:28])=[C:26]([CH3:33])[CH:25]=1. Product: [ClH:1].[Cl:23][C:24]1[CH:25]=[C:26]([CH3:33])[C:27]([NH:28][C:2]2[N:6]([CH3:7])[C:5]3[C:8]([N:12]([C:16]4[CH:17]=[CH:18][C:19]([Cl:22])=[CH:20][CH:21]=4)[CH:13]([CH3:14])[CH3:15])=[CH:9][CH:10]=[CH:11][C:4]=3[N:3]=2)=[C:29]([O:31][CH3:32])[CH:30]=1. (2) Reactant: [C:1]([C:5]1[CH:6]=[C:7]([C:15]2[CH:16]=[C:17]([C:28](O)=[O:29])[N:18]([CH3:27])[C:19]=2[CH2:20][CH:21]2[CH2:26][CH2:25][CH2:24][CH2:23][CH2:22]2)[CH:8]=[C:9]([C:11]2([CH3:14])[CH2:13][CH2:12]2)[CH:10]=1)([CH3:4])([CH3:3])[CH3:2].Cl.[NH2:32][C@H:33]1[CH2:36][C@H:35]([C:37]([O:39][CH3:40])=[O:38])[CH2:34]1.CN(C(ON1N=NC2C=CC=NC1=2)=[N+](C)C)C.F[P-](F)(F)(F)(F)F.CCN(C(C)C)C(C)C. Product: [C:1]([C:5]1[CH:6]=[C:7]([C:15]2[CH:16]=[C:17]([C:28]([NH:32][C@H:33]3[CH2:36][C@H:35]([C:37]([O:39][CH3:40])=[O:38])[CH2:34]3)=[O:29])[N:18]([CH3:27])[C:19]=2[CH2:20][CH:21]2[CH2:22][CH2:23][CH2:24][CH2:25][CH2:26]2)[CH:8]=[C:9]([C:11]2([CH3:14])[CH2:12][CH2:13]2)[CH:10]=1)([CH3:4])([CH3:3])[CH3:2]. The catalyst class is: 18.